Task: Regression. Given a peptide amino acid sequence and an MHC pseudo amino acid sequence, predict their binding affinity value. This is MHC class II binding data.. Dataset: Peptide-MHC class II binding affinity with 134,281 pairs from IEDB (1) The peptide sequence is MWALGENMAPEKVDF. The MHC is DRB1_0401 with pseudo-sequence DRB1_0401. The binding affinity (normalized) is 0.122. (2) The peptide sequence is EFENFMKAGAHPIMH. The MHC is DRB1_0401 with pseudo-sequence DRB1_0401. The binding affinity (normalized) is 0.243. (3) The peptide sequence is GELQIVDKIDANFKI. The binding affinity (normalized) is 0.570. The MHC is DRB1_0701 with pseudo-sequence DRB1_0701. (4) The peptide sequence is VFHTLWHTTKGAALM. The MHC is DRB1_0401 with pseudo-sequence DRB1_0401. The binding affinity (normalized) is 0.0163. (5) The peptide sequence is AVPWYAVAFNAIVAA. The MHC is DRB5_0101 with pseudo-sequence DRB5_0101. The binding affinity (normalized) is 0.487. (6) The MHC is DRB5_0101 with pseudo-sequence DRB5_0101. The peptide sequence is ASLTEALRVIAGALE. The binding affinity (normalized) is 0.326. (7) The peptide sequence is GELQIGDKIDAAFKI. The MHC is DRB4_0101 with pseudo-sequence DRB4_0103. The binding affinity (normalized) is 0.659. (8) The peptide sequence is YDKFLANQSTVLTGK. The MHC is DRB1_0701 with pseudo-sequence DRB1_0701. The binding affinity (normalized) is 0.707.